This data is from Retrosynthesis with 50K atom-mapped reactions and 10 reaction types from USPTO. The task is: Predict the reactants needed to synthesize the given product. (1) Given the product O=S(=O)(CCO)NCc1nc2ccc(-c3c[nH]c4cc(F)ccc34)cc2o1, predict the reactants needed to synthesize it. The reactants are: COCCS(=O)(=O)NCc1nc2ccc(-c3c[nH]c4cc(F)ccc34)cc2o1. (2) Given the product Cc1cc(Nc2nccc(C(F)(F)F)n2)cc(-c2cnc(C3CCSCC3)s2)c1, predict the reactants needed to synthesize it. The reactants are: Cc1cc(Nc2nccc(C(F)(F)F)n2)cc(-c2cnc(C3=CCSCC3)s2)c1. (3) Given the product OCc1ccccc1C=C1c2ccccc2CCc2ccccc21, predict the reactants needed to synthesize it. The reactants are: O=Cc1ccccc1C=C1c2ccccc2CCc2ccccc21. (4) Given the product COC(=O)c1cc([N+](=O)[O-])c(Oc2ccc3c(c2)OCC(=O)N3)s1, predict the reactants needed to synthesize it. The reactants are: COC(=O)c1cc([N+](=O)[O-])c(Cl)s1.O=C1COc2cc(O)ccc2N1.